From a dataset of Forward reaction prediction with 1.9M reactions from USPTO patents (1976-2016). Predict the product of the given reaction. Given the reactants [Cl:1][C:2]1[CH:7]=[CH:6][CH:5]=[CH:4][C:3]=1[C:8]1[C:14]2[CH:15]=[C:16]([F:24])[C:17]([O:19][CH2:20][CH2:21][O:22][CH3:23])=[CH:18][C:13]=2[NH:12][C:11](=S)[CH2:10][N:9]=1.CO[C:28](OC)([N:30](C)C)[CH3:29].[NH2:35]N, predict the reaction product. The product is: [Cl:1][C:2]1[CH:7]=[CH:6][CH:5]=[CH:4][C:3]=1[C:8]1[C:14]2[CH:15]=[C:16]([F:24])[C:17]([O:19][CH2:20][CH2:21][O:22][CH3:23])=[CH:18][C:13]=2[N:12]=[C:11]2[NH:35][NH:30][C:28]([CH3:29])=[C:10]2[N:9]=1.